Predict which catalyst facilitates the given reaction. From a dataset of Catalyst prediction with 721,799 reactions and 888 catalyst types from USPTO. (1) Reactant: O[CH2:2][C:3]1[CH:16]=[N:15][C:6]2[C:7]3[N:8]([CH:12]=[CH:13][CH:14]=3)[C:9](=[O:11])[NH:10][C:5]=2[CH:4]=1.[CH2:17]([NH:19][C:20](=[O:33])[C:21]1[CH:26]=[CH:25][C:24]([N:27]2[CH2:32][CH2:31][NH:30][CH2:29][CH2:28]2)=[CH:23][CH:22]=1)[CH3:18].[I-].C(C[P+](C)(C)C)#N.C(N(C(C)C)C(C)C)C. Product: [CH2:17]([NH:19][C:20](=[O:33])[C:21]1[CH:22]=[CH:23][C:24]([N:27]2[CH2:28][CH2:29][N:30]([CH2:2][C:3]3[CH:16]=[N:15][C:6]4[C:7]5[N:8]([CH:12]=[CH:13][CH:14]=5)[C:9](=[O:11])[NH:10][C:5]=4[CH:4]=3)[CH2:31][CH2:32]2)=[CH:25][CH:26]=1)[CH3:18]. The catalyst class is: 397. (2) Reactant: [OH-].[Na+].[CH:3]1([C:6]2[CH:11]=[C:10]([CH2:12][N:13]3[CH2:16][C:15]4([CH2:20][C:19]([N:21]5[CH2:26][CH2:25][CH:24]([C:27]([O:29]CC)=[O:28])[CH2:23][CH2:22]5)=[N:18][O:17]4)[CH2:14]3)[CH:9]=[C:8]([O:32][CH2:33][CH2:34][CH3:35])[C:7]=2[C:36]2[CH:41]=[CH:40][C:39]([F:42])=[CH:38][CH:37]=2)[CH2:5][CH2:4]1. The catalyst class is: 8. Product: [CH:3]1([C:6]2[CH:11]=[C:10]([CH2:12][N:13]3[CH2:16][C:15]4([CH2:20][C:19]([N:21]5[CH2:26][CH2:25][CH:24]([C:27]([OH:29])=[O:28])[CH2:23][CH2:22]5)=[N:18][O:17]4)[CH2:14]3)[CH:9]=[C:8]([O:32][CH2:33][CH2:34][CH3:35])[C:7]=2[C:36]2[CH:41]=[CH:40][C:39]([F:42])=[CH:38][CH:37]=2)[CH2:4][CH2:5]1. (3) Product: [NH2:13][C:14]1[C:15]2[N:16]([C:20]([CH:27]3[CH2:28][CH2:29][CH2:30]3)=[N:21][C:22]=2[C:23]([NH:7][C:2]2[CH:3]=[CH:4][CH:5]=[CH:6][C:1]=2[NH2:8])=[O:24])[CH:17]=[CH:18][N:19]=1. The catalyst class is: 11. Reactant: [C:1]1([NH2:8])[CH:6]=[CH:5][CH:4]=[CH:3][C:2]=1[NH2:7].C[Al](C)C.[NH2:13][C:14]1[C:15]2[N:16]([C:20]([CH:27]3[CH2:30][CH2:29][CH2:28]3)=[N:21][C:22]=2[C:23](OC)=[O:24])[CH:17]=[CH:18][N:19]=1. (4) Reactant: S([C:5]1[N:10]=[CH:9][N:8]=[C:7]([S:11]([CH3:14])(=[O:13])=[O:12])[CH:6]=1)(C)(=O)=O.C(=O)([O-])[O-:16].[Cs+].[Cs+]. Product: [S:11]([OH:12])(=[O:13])(=[O:16])[CH3:14].[N:8]1[CH:7]=[CH:6][CH:5]=[N:10][CH:9]=1. The catalyst class is: 18.